From a dataset of Peptide-MHC class II binding affinity with 134,281 pairs from IEDB. Regression. Given a peptide amino acid sequence and an MHC pseudo amino acid sequence, predict their binding affinity value. This is MHC class II binding data. (1) The peptide sequence is HSLLDEGKQSLTKLA. The binding affinity (normalized) is 0. The MHC is HLA-DPA10103-DPB10201 with pseudo-sequence HLA-DPA10103-DPB10201. (2) The peptide sequence is IPFVHLGHRDALEDD. The MHC is HLA-DPA10103-DPB10201 with pseudo-sequence HLA-DPA10103-DPB10201. The binding affinity (normalized) is 0.405. (3) The peptide sequence is EVAFGLVCATCEQIA. The MHC is DRB5_0101 with pseudo-sequence DRB5_0101. The binding affinity (normalized) is 0.137. (4) The peptide sequence is GELQIVDPIDAAFKI. The MHC is DRB4_0101 with pseudo-sequence DRB4_0103. The binding affinity (normalized) is 0.595. (5) The peptide sequence is MENRWQVMIVWQVDR. The MHC is DRB1_1501 with pseudo-sequence DRB1_1501. The binding affinity (normalized) is 0.183. (6) The peptide sequence is CPRYVKQLTKLATGMRNVPE. The MHC is DRB1_0401 with pseudo-sequence DRB1_0401. The binding affinity (normalized) is 0.348. (7) The peptide sequence is EKKYFAATQAEPLAA. The MHC is HLA-DPA10201-DPB11401 with pseudo-sequence HLA-DPA10201-DPB11401. The binding affinity (normalized) is 1.00.